Predict the product of the given reaction. From a dataset of Forward reaction prediction with 1.9M reactions from USPTO patents (1976-2016). (1) Given the reactants [OH-].[Na+].N1([C:12]2[S:16][N:15]=[N:14][C:13]=2[C:17]2[C:26]3[C:21](=[CH:22][CH:23]=[CH:24][CH:25]=3)[CH:20]=[CH:19][CH:18]=2)C2C=CC=CC=2N=N1.C[CH:28]([SH:32])[C:29]([O-:31])=[O:30].Cl.[CH3:34]N(C=O)C, predict the reaction product. The product is: [C:17]1([C:13]2[N:14]=[N:15][S:16][C:12]=2[S:32][CH2:28][C:29]([O:31][CH3:34])=[O:30])[C:26]2[C:21](=[CH:22][CH:23]=[CH:24][CH:25]=2)[CH:20]=[CH:19][CH:18]=1. (2) Given the reactants CO[C:3]1[CH:8]=[CH:7][C:6](B(O)O)=[CH:5][CH:4]=1.Cl[C:13]1[CH:18]=[CH:17][C:16](OC)=[CH:15][C:14]=1[N+]([O-])=O.C([O-])([O-])=O.[K+].[K+].CCCCCC.C(OCC)(=O)C, predict the reaction product. The product is: [C:3]1([C:13]2[CH:18]=[CH:17][CH:16]=[CH:15][CH:14]=2)[CH:8]=[CH:7][CH:6]=[CH:5][CH:4]=1. (3) Given the reactants [CH3:1][N:2]1[C:6]([CH3:15])([CH2:7][CH2:8][C:9]2[CH:14]=[CH:13][CH:12]=[CH:11][CH:10]=2)[C:5](=[O:16])[NH:4][C:3]1=[O:17].Br.Br[CH2:20][C:21]([C:23]1[CH:24]=[N:25][CH:26]=[CH:27][CH:28]=1)=[O:22], predict the reaction product. The product is: [CH3:1][N:2]1[C:6]([CH3:15])([CH2:7][CH2:8][C:9]2[CH:10]=[CH:11][CH:12]=[CH:13][CH:14]=2)[C:5](=[O:16])[N:4]([CH2:20][C:21](=[O:22])[C:23]2[CH:24]=[N:25][CH:26]=[CH:27][CH:28]=2)[C:3]1=[O:17]. (4) Given the reactants ONC(C1C=C2C(=CC=1)N[C@@H](C(C)C)C(=O)N2)=O.Cl.[CH3:20][O:21][C:22](=[O:35])[C@H:23]([CH2:25][C:26]1[C:34]2[C:29](=[CH:30][CH:31]=[CH:32][CH:33]=2)[NH:28][CH:27]=1)[NH2:24].[N+](C1C=C(C=CC=1F)C(O)=O)([O-])=O.[Br:49][C:50]1[CH:55]=[CH:54][C:53](F)=[C:52]([N+:57]([O-:59])=[O:58])[CH:51]=1, predict the reaction product. The product is: [Br:49][C:50]1[CH:55]=[CH:54][C:53]([NH:24][C@@H:23]([CH2:25][C:26]2[C:34]3[C:29](=[CH:30][CH:31]=[CH:32][CH:33]=3)[NH:28][CH:27]=2)[C:22]([O:21][CH3:20])=[O:35])=[C:52]([N+:57]([O-:59])=[O:58])[CH:51]=1. (5) Given the reactants [O:1]=[C:2]1[C:10]2[CH:9]=[CH:8][CH:7]=[C:6]([C:11]([OH:13])=O)[C:5]=2[CH2:4][CH2:3]1.C(N=C=NC(C)C)(C)C.O.ON1C2C=CC=CC=2N=N1.[NH2:34][CH2:35][C:36]([O:38][C:39]([CH3:42])([CH3:41])[CH3:40])=[O:37], predict the reaction product. The product is: [O:1]=[C:2]1[C:10]2[C:5](=[C:6]([C:11]([NH:34][CH2:35][C:36]([O:38][C:39]([CH3:42])([CH3:41])[CH3:40])=[O:37])=[O:13])[CH:7]=[CH:8][CH:9]=2)[CH2:4][CH2:3]1. (6) Given the reactants F[P-](F)(F)(F)(F)F.N1(O[P+](N(C)C)(N(C)C)N(C)C)C2C=CC=C[C:11]=2N=N1.C1(C[C@H](N2CC3C(=CC=CC=3S(C)(=O)=O)C2=O)C(O)=O)CCCCC1.C1(C[C@H](N2CC3C(=C(S(C)(=O)=O)C=CC=3)C2=O)C(O)=O)CCCCC1.NC1C=NC=CN=1.[CH:85]1([CH2:91][C@H:92]([N:101]2[CH2:109][C:108]3[C:103](=[CH:104][CH:105]=[CH:106][CH:107]=3)[C:102]2=[O:110])[C:93]([NH:95][C:96]2[S:97][CH:98]=[CH:99][N:100]=2)=[O:94])[CH2:90][CH2:89][CH2:88][CH2:87][CH2:86]1, predict the reaction product. The product is: [CH:85]1([CH2:91][CH:92]([N:101]2[CH2:109][C:108]3[C:103](=[CH:104][CH:105]=[CH:106][CH:107]=3)[C:102]2=[O:110])[C:93]([NH:95][C:96]2[S:97][CH:98]=[CH:99][N:100]=2)=[O:94])[CH2:86][CH2:87][CH2:88][CH2:89][CH2:90][CH2:11]1. (7) Given the reactants CS(O[CH2:6][C@H:7]1[CH2:12][N:11]([S:13]([C:16]2[S:17][CH:18]=[CH:19][CH:20]=2)(=[O:15])=[O:14])[CH2:10][CH2:9][N:8]1[C:21]1[CH:26]=[CH:25][C:24]([C:27]([OH:33])([CH3:32])[C:28]([F:31])([F:30])[F:29])=[CH:23][CH:22]=1)(=O)=O.[NH2:34][C:35]1[CH:40]=[CH:39][CH:38]=[CH:37][CH:36]=1, predict the reaction product. The product is: [F:29][C:28]([F:30])([F:31])[C:27]([C:24]1[CH:25]=[CH:26][C:21]([N:8]2[CH2:9][CH2:10][N:11]([S:13]([C:16]3[S:17][CH:18]=[CH:19][CH:20]=3)(=[O:15])=[O:14])[CH2:12][C@@H:7]2[CH2:6][NH:34][C:35]2[CH:40]=[CH:39][CH:38]=[CH:37][CH:36]=2)=[CH:22][CH:23]=1)([OH:33])[CH3:32]. (8) The product is: [C:2]1([CH2:1][C:8]([C:13]2[CH:14]=[CH:15][C:16]([C:17]3([NH:18][C:28](=[O:29])[O:30][C:31]([CH3:34])([CH3:33])[CH3:32])[CH2:22][CH2:21]3)=[CH:19][CH:20]=2)=[O:12])[CH:3]=[CH:4][CH:5]=[CH:6][CH:7]=1. Given the reactants [CH2:1]([C:8]1([C:13]2[CH:20]=[CH:19][C:16]([C:17]#[N:18])=[CH:15][CH:14]=2)[O:12]CCO1)[C:2]1[CH:7]=[CH:6][CH:5]=[CH:4][CH:3]=1.[CH2:21]([Mg]Br)[CH3:22].C(#N)C.[C:28](O[C:28]([O:30][C:31]([CH3:34])([CH3:33])[CH3:32])=[O:29])([O:30][C:31]([CH3:34])([CH3:33])[CH3:32])=[O:29], predict the reaction product. (9) Given the reactants [CH2:1]([O:8][C@@H:9]1[C@@H:14]([O:15][CH2:16][C:17]2[CH:22]=[CH:21][CH:20]=[CH:19][CH:18]=2)[C@H:13]([O:23][CH2:24][C:25]2[CH:30]=[CH:29][CH:28]=[CH:27][CH:26]=2)[C@@H:12]([CH2:31][O:32][CH2:33][C:34]2[CH:39]=[CH:38][CH:37]=[CH:36][CH:35]=2)[O:11][C@H:10]1[C:40]1[C:48]2[C:43](=[C:44]([CH3:49])[CH:45]=[CH:46][CH:47]=2)[N:42]([CH2:50][C:51]2[CH:56]=[CH:55][C:54]([C:57]([OH:59])=[O:58])=[CH:53][CH:52]=2)[CH:41]=1)[C:2]1[CH:7]=[CH:6][CH:5]=[CH:4][CH:3]=1.Br[CH2:61][CH2:62][O:63][CH2:64][C:65]1[CH:70]=[CH:69][CH:68]=[CH:67][CH:66]=1.C(=O)([O-])[O-].[Cs+].[Cs+].[I-].[Na+].Cl, predict the reaction product. The product is: [CH2:1]([O:8][C@@H:9]1[C@@H:14]([O:15][CH2:16][C:17]2[CH:22]=[CH:21][CH:20]=[CH:19][CH:18]=2)[C@H:13]([O:23][CH2:24][C:25]2[CH:30]=[CH:29][CH:28]=[CH:27][CH:26]=2)[C@@H:12]([CH2:31][O:32][CH2:33][C:34]2[CH:39]=[CH:38][CH:37]=[CH:36][CH:35]=2)[O:11][C@H:10]1[C:40]1[C:48]2[C:43](=[C:44]([CH3:49])[CH:45]=[CH:46][CH:47]=2)[N:42]([CH2:50][C:51]2[CH:56]=[CH:55][C:54]([C:57]([O:59][CH2:61][CH2:62][O:63][CH2:64][C:65]3[CH:70]=[CH:69][CH:68]=[CH:67][CH:66]=3)=[O:58])=[CH:53][CH:52]=2)[CH:41]=1)[C:2]1[CH:3]=[CH:4][CH:5]=[CH:6][CH:7]=1.